From a dataset of Forward reaction prediction with 1.9M reactions from USPTO patents (1976-2016). Predict the product of the given reaction. The product is: [CH3:22][C:8]1[N:7]=[C:6]([CH2:5][OH:4])[CH:11]=[C:10]([C:12]2[CH:17]=[N:16][C:15]([C:18]([F:21])([F:19])[F:20])=[N:14][CH:13]=2)[CH:9]=1. Given the reactants C([O:4][CH2:5][C:6]1[CH:11]=[C:10]([C:12]2[CH:13]=[N:14][C:15]([C:18]([F:21])([F:20])[F:19])=[N:16][CH:17]=2)[CH:9]=[C:8]([CH3:22])[N:7]=1)(=O)C.Cl.C(=O)(O)[O-].[Na+], predict the reaction product.